This data is from Reaction yield outcomes from USPTO patents with 853,638 reactions. The task is: Predict the reaction yield, written as a fraction of the theoretical maximum amount of product (1.0 means a 100% yield; for example, 0.34 means a 34% yield). (1) The reactants are [F:1][C:2]1[CH:7]=[CH:6][C:5]([C@@:8]([NH:30][S@:31]([C:33]([CH3:36])([CH3:35])[CH3:34])=[O:32])([C:16]2[CH:21]=[C:20]([O:22][C:23]([F:28])([F:27])[CH:24]([F:26])[F:25])[CH:19]=[C:18]([F:29])[CH:17]=2)[CH2:9][C:10]2[CH:15]=[CH:14][CH:13]=[CH:12][CH:11]=2)=[CH:4][C:3]=1[OH:37].N1C=CC=[CH:40][CH:39]=1.C(B1OB(C=C)OB(C=C)O1)=C. The catalyst is C(Cl)Cl.CC([O-])=O.CC([O-])=O.[Cu+2]. The product is [F:1][C:2]1[CH:7]=[CH:6][C:5]([C@@:8]([NH:30][S@:31]([C:33]([CH3:34])([CH3:36])[CH3:35])=[O:32])([C:16]2[CH:21]=[C:20]([O:22][C:23]([F:27])([F:28])[CH:24]([F:25])[F:26])[CH:19]=[C:18]([F:29])[CH:17]=2)[CH2:9][C:10]2[CH:11]=[CH:12][CH:13]=[CH:14][CH:15]=2)=[CH:4][C:3]=1[O:37][CH:39]=[CH2:40]. The yield is 0.870. (2) The reactants are [OH-].[Na+].C[O:4][C:5](=[O:26])[CH2:6][CH2:7][NH:8][C:9]([C:11]1[N:12]=[C:13]([C:20]2[CH:25]=[CH:24][CH:23]=[CH:22][CH:21]=2)[O:14][C:15]=1[C:16]([F:19])([F:18])[F:17])=[O:10]. The catalyst is C1COCC1.CO.O. The product is [C:20]1([C:13]2[O:14][C:15]([C:16]([F:19])([F:18])[F:17])=[C:11]([C:9]([NH:8][CH2:7][CH2:6][C:5]([OH:26])=[O:4])=[O:10])[N:12]=2)[CH:21]=[CH:22][CH:23]=[CH:24][CH:25]=1. The yield is 0.980. (3) The reactants are [CH3:1][C:2]1([CH3:34])[C:8](=[O:9])[NH:7][C:6]2[N:10]=[CH:11][C:12](/[CH:14]=[CH:15]/[C:16]([N:18]([CH2:20][C:21]3[CH:26]=[CH:25][CH:24]=[C:23]([CH:27]([CH3:29])[CH3:28])[C:22]=3[O:30][CH2:31][CH2:32][CH3:33])[CH3:19])=[O:17])=[CH:13][C:5]=2[CH2:4][NH:3]1.[ClH:35]. The catalyst is C(Cl)Cl.C(OCC)C. The product is [ClH:35].[CH3:34][C:2]1([CH3:1])[C:8](=[O:9])[NH:7][C:6]2[N:10]=[CH:11][C:12](/[CH:14]=[CH:15]/[C:16]([N:18]([CH2:20][C:21]3[CH:26]=[CH:25][CH:24]=[C:23]([CH:27]([CH3:29])[CH3:28])[C:22]=3[O:30][CH2:31][CH2:32][CH3:33])[CH3:19])=[O:17])=[CH:13][C:5]=2[CH2:4][NH:3]1. The yield is 0.710. (4) The reactants are [Si:1]([O:8][CH2:9][C:10]1([CH3:38])[S:16][CH2:15][CH2:14][N:13]2[C:17]([C:20]3([C:23]4[CH:28]=[CH:27][C:26](B5OC(C)(C)C(C)(C)O5)=[CH:25][CH:24]=4)[CH2:22][CH2:21]3)=[N:18][N:19]=[C:12]2[CH2:11]1)([C:4]([CH3:7])([CH3:6])[CH3:5])([CH3:3])[CH3:2].Br[C:40]1[CH:45]=[CH:44][C:43]([Cl:46])=[CH:42][N:41]=1.C(=O)([O-])[O-].[K+].[K+].C(=O)([O-])O.[Na+]. The catalyst is C(COC)OC.O.C1C=CC([P]([Pd]([P](C2C=CC=CC=2)(C2C=CC=CC=2)C2C=CC=CC=2)([P](C2C=CC=CC=2)(C2C=CC=CC=2)C2C=CC=CC=2)[P](C2C=CC=CC=2)(C2C=CC=CC=2)C2C=CC=CC=2)(C2C=CC=CC=2)C2C=CC=CC=2)=CC=1. The product is [Si:1]([O:8][CH2:9][C:10]1([CH3:38])[S:16][CH2:15][CH2:14][N:13]2[C:17]([C:20]3([C:23]4[CH:24]=[CH:25][C:26]([C:40]5[CH:45]=[CH:44][C:43]([Cl:46])=[CH:42][N:41]=5)=[CH:27][CH:28]=4)[CH2:22][CH2:21]3)=[N:18][N:19]=[C:12]2[CH2:11]1)([C:4]([CH3:6])([CH3:5])[CH3:7])([CH3:3])[CH3:2]. The yield is 0.680.